This data is from Full USPTO retrosynthesis dataset with 1.9M reactions from patents (1976-2016). The task is: Predict the reactants needed to synthesize the given product. (1) Given the product [CH:8]([C:7]1[CH:6]=[C:5]([O:10][CH3:11])[N:4]=[CH:3][C:2]=1[O:1][CH2:14][C:15]1[C:16]([C:21]2[CH:25]=[CH:24][N:23]([CH2:26][CH2:27][C:28]([O:30][CH3:31])=[O:29])[N:22]=2)=[N:17][CH:18]=[CH:19][CH:20]=1)=[O:9], predict the reactants needed to synthesize it. The reactants are: [OH:1][C:2]1[C:7]([CH:8]=[O:9])=[CH:6][C:5]([O:10][CH3:11])=[N:4][CH:3]=1.Cl.Cl[CH2:14][C:15]1[C:16]([C:21]2[CH:25]=[CH:24][N:23]([CH2:26][CH2:27][C:28]([O:30][CH3:31])=[O:29])[N:22]=2)=[N:17][CH:18]=[CH:19][CH:20]=1.C([O-])([O-])=O.[K+].[K+]. (2) Given the product [C:36]([O:40][C:41](=[O:42])[NH:43][C@@H:44]([CH3:48])[C:45]([NH:1][C@@H:2]([CH:30]1[CH2:31][CH2:32][CH2:33][CH2:34][CH2:35]1)[C:3]([N:5]1[C@H:10]([C:11](=[O:12])[NH:13][C@H:14]2[C:23]3[C:18](=[CH:19][CH:20]=[CH:21][CH:22]=3)[O:17][CH2:16][CH2:15]2)[CH2:9][N:8]2[CH2:24][C@H:25]([O:27][CH2:28][CH3:29])[CH2:26][C@@H:7]2[CH2:6]1)=[O:4])=[O:46])([CH3:39])([CH3:37])[CH3:38], predict the reactants needed to synthesize it. The reactants are: [NH2:1][C@@H:2]([CH:30]1[CH2:35][CH2:34][CH2:33][CH2:32][CH2:31]1)[C:3]([N:5]1[C@H:10]([C:11]([NH:13][C@H:14]2[C:23]3[C:18](=[CH:19][CH:20]=[CH:21][CH:22]=3)[O:17][CH2:16][CH2:15]2)=[O:12])[CH2:9][N:8]2[CH2:24][C@H:25]([O:27][CH2:28][CH3:29])[CH2:26][C@@H:7]2[CH2:6]1)=[O:4].[C:36]([O:40][C:41]([NH:43][C@@H:44]([CH3:48])[C:45](O)=[O:46])=[O:42])([CH3:39])([CH3:38])[CH3:37].Cl.C(N=C=NCCCN(C)C)C.ON1C2C=CC=CC=2N=N1.C(N(CC)C(C)C)(C)C.C(=O)([O-])O.[Na+]. (3) Given the product [NH2:17][C:15]1[C:16]2[C:8]([C:5]3[CH:6]=[CH:7][C:2]([NH:1][C:37](=[O:38])[CH2:36][C:32]4[S:31][CH:35]=[CH:34][CH:33]=4)=[C:3]([O:23][CH3:24])[CH:4]=3)=[CH:9][N:10]([CH:18]3[CH2:22][CH2:21][CH2:20][CH2:19]3)[C:11]=2[N:12]=[CH:13][N:14]=1, predict the reactants needed to synthesize it. The reactants are: [NH2:1][C:2]1[CH:7]=[CH:6][C:5]([C:8]2[C:16]3[C:15]([NH2:17])=[N:14][CH:13]=[N:12][C:11]=3[N:10]([CH:18]3[CH2:22][CH2:21][CH2:20][CH2:19]3)[CH:9]=2)=[CH:4][C:3]=1[O:23][CH3:24].N1C=CC=CC=1.[S:31]1[CH:35]=[CH:34][CH:33]=[C:32]1[CH2:36][C:37](Cl)=[O:38]. (4) Given the product [Br:12][C:10]1[C:9]([F:13])=[C:4]([C:3]([CH3:14])=[C:2]([NH:1][CH:18]2[CH2:19][CH2:20][O:15][CH2:16][CH2:17]2)[CH:11]=1)[C:5]([O:7][CH3:8])=[O:6], predict the reactants needed to synthesize it. The reactants are: [NH2:1][C:2]1[C:3]([CH3:14])=[C:4]([C:9]([F:13])=[C:10]([Br:12])[CH:11]=1)[C:5]([O:7][CH3:8])=[O:6].[O:15]1[CH2:20][CH2:19][C:18](=O)[CH2:17][CH2:16]1.C(O)(=O)C.C(O[BH-](OC(=O)C)OC(=O)C)(=O)C.[Na+].C([O-])(O)=O.[Na+]. (5) The reactants are: [Cl:1][C:2]1[C:3]([N+:12]([O-:14])=[O:13])=[C:4]2[C:8](=[CH:9][CH:10]=1)[NH:7][C:6]([CH3:11])=[CH:5]2.[H-].[Na+].Cl[C:18]([O:20][CH3:21])=[O:19]. Given the product [CH3:21][O:20][C:18]([N:7]1[C:8]2[C:4](=[C:3]([N+:12]([O-:14])=[O:13])[C:2]([Cl:1])=[CH:10][CH:9]=2)[CH:5]=[C:6]1[CH3:11])=[O:19], predict the reactants needed to synthesize it. (6) Given the product [Si:5]([O:8][CH2:9][CH2:10][CH2:11][C:12]#[C:13][C:14]1[C:22]2[C:17](=[CH:18][CH:19]=[CH:20][CH:21]=2)[N:16]([CH:30]2[CH2:35][CH2:34][N:33]([C:36]([O:38][C:39]([CH3:42])([CH3:41])[CH3:40])=[O:37])[CH2:32][CH2:31]2)[CH:15]=1)([C:1]([CH3:4])([CH3:2])[CH3:3])([CH3:7])[CH3:6], predict the reactants needed to synthesize it. The reactants are: [C:1]([Si:5]([O:8][CH2:9][CH2:10][CH2:11][C:12]#[C:13][C:14]1[C:22]2[C:17](=[CH:18][CH:19]=[CH:20][CH:21]=2)[NH:16][CH:15]=1)([CH3:7])[CH3:6])([CH3:4])([CH3:3])[CH3:2].[H-].[Na+].CS(O[CH:30]1[CH2:35][CH2:34][N:33]([C:36]([O:38][C:39]([CH3:42])([CH3:41])[CH3:40])=[O:37])[CH2:32][CH2:31]1)(=O)=O.